Predict the product of the given reaction. From a dataset of Forward reaction prediction with 1.9M reactions from USPTO patents (1976-2016). (1) Given the reactants [C:1]([NH:8][C@@H:9]([C:19]([O:21][C:22]([CH3:25])([CH3:24])[CH3:23])=[O:20])[CH2:10][CH2:11][C:12]([O:14][C:15]([CH3:18])([CH3:17])[CH3:16])=[O:13])([O:3][C:4]([CH3:7])([CH3:6])[CH3:5])=[O:2].C[Si]([N-][Si](C)(C)C)(C)C.[Li+].[CH2:36]([O:43][C:44]1[CH:51]=[CH:50][C:47]([CH2:48]Br)=[CH:46][CH:45]=1)[C:37]1[CH:42]=[CH:41][CH:40]=[CH:39][CH:38]=1, predict the reaction product. The product is: [CH2:36]([O:43][C:44]1[CH:45]=[CH:46][C:47]([CH2:48][C@@H:11]([C:12]([O:14][C:15]([CH3:16])([CH3:18])[CH3:17])=[O:13])[CH2:10][C@H:9]([C:19]([O:21][C:22]([CH3:25])([CH3:24])[CH3:23])=[O:20])[NH:8][C:1]([O:3][C:4]([CH3:7])([CH3:6])[CH3:5])=[O:2])=[CH:50][CH:51]=1)[C:37]1[CH:38]=[CH:39][CH:40]=[CH:41][CH:42]=1. (2) Given the reactants C1(C)C=CC=CC=1P(C1C=CC=CC=1C)C1C=CC=CC=1C.[Cl:23][C:24]1[CH:29]=[CH:28][C:27](I)=[CH:26][CH:25]=1.[CH:31]([C:33]1[CH:34]=[N:35][CH:36]=[C:37]([CH:40]=1)[C:38]#[N:39])=[CH2:32], predict the reaction product. The product is: [Cl:23][C:24]1[CH:29]=[CH:28][C:27]([CH:32]=[CH:31][C:33]2[CH:34]=[N:35][CH:36]=[C:37]([CH:40]=2)[C:38]#[N:39])=[CH:26][CH:25]=1.